From a dataset of Full USPTO retrosynthesis dataset with 1.9M reactions from patents (1976-2016). Predict the reactants needed to synthesize the given product. (1) Given the product [Cl:23][C:24]1[CH:32]=[CH:31][C:27]([C:28]([NH:2][CH2:3][C:4]2[CH:5]=[C:6]3[C:10](=[CH:11][CH:12]=2)[C:9](=[O:13])[N:8]([CH:14]2[CH2:19][CH2:18][C:17](=[O:20])[NH:16][C:15]2=[O:21])[C:7]3=[O:22])=[O:29])=[CH:26][CH:25]=1, predict the reactants needed to synthesize it. The reactants are: Cl.[NH2:2][CH2:3][C:4]1[CH:5]=[C:6]2[C:10](=[CH:11][CH:12]=1)[C:9](=[O:13])[N:8]([CH:14]1[CH2:19][CH2:18][C:17](=[O:20])[NH:16][C:15]1=[O:21])[C:7]2=[O:22].[Cl:23][C:24]1[CH:32]=[CH:31][C:27]([C:28](Cl)=[O:29])=[CH:26][CH:25]=1.CCN(C(C)C)C(C)C. (2) The reactants are: FC(F)(F)S(O[C:7]1[C:15]2[N:14]=[C:13]([CH2:16][O:17][C:18]3[CH:23]=[CH:22][C:21]([Cl:24])=[CH:20][CH:19]=3)[N:12]([S:25]([C:28]([F:31])([F:30])[F:29])(=[O:27])=[O:26])[C:11]=2[CH:10]=[CH:9][CH:8]=1)(=O)=O.[Cl-].[Li+].[CH:36]([Sn](CCCC)(CCCC)CCCC)=[CH2:37]. Given the product [CH:36]([C:7]1[C:15]2[N:14]=[C:13]([CH2:16][O:17][C:18]3[CH:23]=[CH:22][C:21]([Cl:24])=[CH:20][CH:19]=3)[N:12]([S:25]([C:28]([F:29])([F:31])[F:30])(=[O:27])=[O:26])[C:11]=2[CH:10]=[CH:9][CH:8]=1)=[CH2:37], predict the reactants needed to synthesize it.